Dataset: Rat liver microsome stability data. Task: Regression/Classification. Given a drug SMILES string, predict its absorption, distribution, metabolism, or excretion properties. Task type varies by dataset: regression for continuous measurements (e.g., permeability, clearance, half-life) or binary classification for categorical outcomes (e.g., BBB penetration, CYP inhibition). Dataset: rlm. The molecule is C[C@@H](Nc1nc(O)c2cnn(C3CCCC3)c2n1)C(=O)Nc1ccc(F)nc1. The result is 0 (unstable in rat liver microsomes).